From a dataset of Forward reaction prediction with 1.9M reactions from USPTO patents (1976-2016). Predict the product of the given reaction. (1) Given the reactants [C:1]([O:5][C:6](=[O:24])[NH:7][C:8]1[CH:13]=[CH:12][C:11]([C:14]#[C:15][C:16]2[CH:21]=[CH:20][C:19]([F:22])=[CH:18][CH:17]=2)=[CH:10][C:9]=1[NH2:23])([CH3:4])([CH3:3])[CH3:2].CC1(C)[O:31][C:30](=O)[CH:29]=[C:28]([C:33]2[CH:38]=[CH:37][CH:36]=[C:35]([N:39]3[CH:43]=[N:42][CH:41]=[N:40]3)[CH:34]=2)[O:27]1, predict the reaction product. The product is: [C:1]([O:5][C:6](=[O:24])[NH:7][C:8]1[CH:13]=[CH:12][C:11]([C:14]#[C:15][C:16]2[CH:17]=[CH:18][C:19]([F:22])=[CH:20][CH:21]=2)=[CH:10][C:9]=1[NH:23][C:30](=[O:31])[CH2:29][C:28](=[O:27])[C:33]1[CH:38]=[CH:37][CH:36]=[C:35]([N:39]2[CH:43]=[N:42][CH:41]=[N:40]2)[CH:34]=1)([CH3:4])([CH3:2])[CH3:3]. (2) Given the reactants [F:1][C:2]1[CH:37]=[CH:36][C:5]([CH2:6][NH:7][C:8]([C:10]2[N:11]=[C:12]3[C:18]4([NH:21]C(=O)OCC5C=CC=CC=5)[CH2:19][CH2:20][CH:15]([CH2:16][CH2:17]4)[CH2:14][N:13]3[C:32](=[O:35])[C:33]=2[OH:34])=[O:9])=[CH:4][CH:3]=1.[H][H], predict the reaction product. The product is: [NH2:21][C:18]12[CH2:17][CH2:16][CH:15]([CH2:20][CH2:19]1)[CH2:14][N:13]1[C:32](=[O:35])[C:33]([OH:34])=[C:10]([C:8]([NH:7][CH2:6][C:5]3[CH:4]=[CH:3][C:2]([F:1])=[CH:37][CH:36]=3)=[O:9])[N:11]=[C:12]21. (3) Given the reactants [CH2:1]([O:4][N:5]([CH:18]1[CH2:23][N:22]([C:24]([O:26][C:27]([CH3:30])([CH3:29])[CH3:28])=[O:25])[C@H:21]([C:31]([OH:33])=O)[CH:20]=[C:19]1[CH2:34][C:35]([NH2:37])=[O:36])[S:6]([C:9]1[CH:14]=[CH:13][CH:12]=[CH:11][C:10]=1[N+:15]([O-:17])=[O:16])(=[O:8])=[O:7])[CH:2]=[CH2:3].[Cl-].[NH4+].C[N:41](C(ON1N=NC2C=CC=NC1=2)=[N+](C)C)C.F[P-](F)(F)(F)(F)F.CCN(C(C)C)C(C)C, predict the reaction product. The product is: [CH2:1]([O:4][N:5]([CH:18]1[CH2:23][N:22]([C:24]([O:26][C:27]([CH3:28])([CH3:30])[CH3:29])=[O:25])[C@H:21]([C:31](=[O:33])[NH2:41])[CH:20]=[C:19]1[CH2:34][C:35]([NH2:37])=[O:36])[S:6]([C:9]1[CH:14]=[CH:13][CH:12]=[CH:11][C:10]=1[N+:15]([O-:17])=[O:16])(=[O:8])=[O:7])[CH:2]=[CH2:3]. (4) Given the reactants [Cl:1][C:2]1[C:3]([CH3:12])=[CH:4][C:5]([F:11])=[C:6]([CH:10]=1)[C:7](O)=[O:8].[CH3:13][S:14]([NH2:17])(=[O:16])=[O:15].Cl.CN(C)CCCN=C=NCC, predict the reaction product. The product is: [Cl:1][C:2]1[C:3]([CH3:12])=[CH:4][C:5]([F:11])=[C:6]([CH:10]=1)[C:7]([NH:17][S:14]([CH3:13])(=[O:16])=[O:15])=[O:8]. (5) Given the reactants [F:1][C:2]1[CH:23]=[C:22]([I:24])[CH:21]=[CH:20][C:3]=1[NH:4][C:5]1[C:6]([C:15]([O:17]CC)=[O:16])=[CH:7][N:8]([CH2:12][CH2:13][CH3:14])[C:9](=[O:11])[CH:10]=1.[OH-].[Na+], predict the reaction product. The product is: [F:1][C:2]1[CH:23]=[C:22]([I:24])[CH:21]=[CH:20][C:3]=1[NH:4][C:5]1[C:6]([C:15]([OH:17])=[O:16])=[CH:7][N:8]([CH2:12][CH2:13][CH3:14])[C:9](=[O:11])[CH:10]=1. (6) The product is: [Cl:21][C:17]1[CH:16]=[C:15]([NH:14][C:4]([C:6]2[CH:11]=[C:10]([Cl:12])[CH:9]=[C:8]([CH3:13])[N:7]=2)=[O:5])[CH:20]=[CH:19][N:18]=1. Given the reactants C(O[C:4]([C:6]1[CH:11]=[C:10]([Cl:12])[CH:9]=[C:8]([CH3:13])[N:7]=1)=[O:5])C.[NH2:14][C:15]1[CH:20]=[CH:19][N:18]=[C:17]([Cl:21])[CH:16]=1, predict the reaction product. (7) Given the reactants C[O:2][C:3](=[O:24])[C:4]1[CH:9]=[C:8]([C:10]2[S:11][CH:12]=[C:13]([C:15]3[CH:20]=[CH:19][C:18]([Cl:21])=[C:17]([Cl:22])[CH:16]=3)[N:14]=2)[CH:7]=[CH:6][C:5]=1Br.[CH3:25][C:26]1[C:27](B(O)O)=[CH:28][S:29][CH:30]=1, predict the reaction product. The product is: [Cl:22][C:17]1[CH:16]=[C:15]([C:13]2[N:14]=[C:10]([C:8]3[CH:7]=[CH:6][C:5]([C:27]4[C:26]([CH3:25])=[CH:30][S:29][CH:28]=4)=[C:4]([CH:9]=3)[C:3]([OH:2])=[O:24])[S:11][CH:12]=2)[CH:20]=[CH:19][C:18]=1[Cl:21]. (8) The product is: [CH3:1][O:2][C:3]1[C:4]([CH3:33])=[C:5]([C:24]([O:31][CH3:32])=[C:25]([O:29][CH3:30])[C:26]=1[O:27][CH3:28])[CH2:6][C:7]1[CH:8]=[CH:9][C:10]([O:16][CH2:17][C:18]2[CH:23]=[CH:22][CH:21]=[CH:20][CH:19]=2)=[C:11]([CH:15]=1)[C:12]([O:14][CH3:34])=[O:13]. Given the reactants [CH3:1][O:2][C:3]1[C:4]([CH3:33])=[C:5]([C:24]([O:31][CH3:32])=[C:25]([O:29][CH3:30])[C:26]=1[O:27][CH3:28])[CH2:6][C:7]1[CH:8]=[CH:9][C:10]([O:16][CH2:17][C:18]2[CH:23]=[CH:22][CH:21]=[CH:20][CH:19]=2)=[C:11]([CH:15]=1)[C:12]([OH:14])=[O:13].[CH3:34][Si](C=[N+]=[N-])(C)C.C(O)(=O)C, predict the reaction product. (9) Given the reactants [N:1]([CH2:4][CH2:5][O:6][CH2:7][CH2:8][O:9][CH2:10][CH2:11][O:12][CH2:13][CH2:14][NH2:15])=[N+:2]=[N-:3].C(N(CC)CC)C.[Cl:23][C:24]1[CH:25]=[C:26]2[C:31](=[C:32]([Cl:34])[CH:33]=1)[CH2:30][N:29]([CH3:35])[CH2:28][CH:27]2[C:36]1[CH:37]=[C:38]([S:42](Cl)(=[O:44])=[O:43])[CH:39]=[CH:40][CH:41]=1, predict the reaction product. The product is: [N:1]([CH2:4][CH2:5][O:6][CH2:7][CH2:8][O:9][CH2:10][CH2:11][O:12][CH2:13][CH2:14][NH:15][S:42]([C:38]1[CH:39]=[CH:40][CH:41]=[C:36]([CH:27]2[C:26]3[C:31](=[C:32]([Cl:34])[CH:33]=[C:24]([Cl:23])[CH:25]=3)[CH2:30][N:29]([CH3:35])[CH2:28]2)[CH:37]=1)(=[O:44])=[O:43])=[N+:2]=[N-:3].